From a dataset of TCR-epitope binding with 47,182 pairs between 192 epitopes and 23,139 TCRs. Binary Classification. Given a T-cell receptor sequence (or CDR3 region) and an epitope sequence, predict whether binding occurs between them. (1) The epitope is YLDAYNMMI. The TCR CDR3 sequence is CASSQESDEQYF. Result: 0 (the TCR does not bind to the epitope). (2) The epitope is DPFRLLQNSQVFS. The TCR CDR3 sequence is CASSYPEPSIQYF. Result: 0 (the TCR does not bind to the epitope). (3) The epitope is FLYNLLTRV. The TCR CDR3 sequence is CASSLVAGSIPNTGELFF. Result: 0 (the TCR does not bind to the epitope).